Dataset: TCR-epitope binding with 47,182 pairs between 192 epitopes and 23,139 TCRs. Task: Binary Classification. Given a T-cell receptor sequence (or CDR3 region) and an epitope sequence, predict whether binding occurs between them. (1) The epitope is HPKVSSEVHI. The TCR CDR3 sequence is CASSQGGSPNEKLFF. Result: 0 (the TCR does not bind to the epitope). (2) The epitope is IQYIDIGNY. The TCR CDR3 sequence is CASSLGANSPLHF. Result: 1 (the TCR binds to the epitope). (3) The epitope is ILGLPTQTV. The TCR CDR3 sequence is CASSQELPLSSGNNEQFF. Result: 1 (the TCR binds to the epitope). (4) The epitope is TPQDLNTML. The TCR CDR3 sequence is CASSFGLDEAFF. Result: 1 (the TCR binds to the epitope). (5) The epitope is KPLEFGATSAAL. The TCR CDR3 sequence is CASSSSSGGAANEQFF. Result: 1 (the TCR binds to the epitope). (6) The epitope is IQYIDIGNY. The TCR CDR3 sequence is CASSLGAGTSANEQFF. Result: 1 (the TCR binds to the epitope).